This data is from Forward reaction prediction with 1.9M reactions from USPTO patents (1976-2016). The task is: Predict the product of the given reaction. The product is: [CH:19]1[C:14]2[CH2:13][C@H:12]3[N:2]([CH2:1][CH:26]4[CH2:27][CH2:28]4)[CH2:3][CH2:4][C@:5]45[C@H:6]([C:7]([CH2:9][CH2:10][C@@:11]34[OH:22])=[O:8])[O:21][C:16]([C:15]=25)=[C:17]([OH:20])[CH:18]=1. Given the reactants [CH3:1][N:2]1[C@@H:12]2[CH2:13][C:14]3[CH:19]=[CH:18][C:17]([OH:20])=[C:16]4[O:21][C@H:6]5[C:7]([CH:9]=[CH:10][C@:11]2([OH:22])[C@:5]5([C:15]=34)[CH2:4][CH2:3]1)=[O:8].CN1[CH2:28][CH2:27][CH2:26]C1=O.C(=O)(O)[O-].[K+].C1(CBr)CC1, predict the reaction product.